This data is from Catalyst prediction with 721,799 reactions and 888 catalyst types from USPTO. The task is: Predict which catalyst facilitates the given reaction. (1) Reactant: C1(C)C=CC=CC=1.[F-].[K+].C(N(C(C)C)CC)(C)C.O.[CH2:20]([O:22][C:23](=[O:50])[CH:24]([NH2:49])[CH:25]1[CH2:30][CH2:29][N:28]([CH2:31][C:32]2[CH:37]=[CH:36][C:35]([F:38])=[C:34]([Cl:39])[CH:33]=2)[C:27](=[O:40])[CH:26]1S(C1C=CC=CC=1)=O)[CH3:21]. Product: [CH2:20]([O:22][C:23](=[O:50])/[C:24](/[NH2:49])=[C:25]1/[CH2:26][C:27](=[O:40])[N:28]([CH2:31][C:32]2[CH:37]=[CH:36][C:35]([F:38])=[C:34]([Cl:39])[CH:33]=2)[CH2:29][CH2:30]/1)[CH3:21]. The catalyst class is: 10. (2) Reactant: [C:1]1([C:7](=[O:11])[C:8]([OH:10])=[O:9])[CH:6]=[CH:5][CH:4]=[CH:3][CH:2]=1.[OH-:12].[Na+].[CH2:14]([Sn:18](Cl)(Cl)[CH2:19][CH2:20][CH2:21][CH3:22])[CH2:15][CH2:16][CH3:17]. Product: [C:1]1([C:7](=[O:11])[C:8]([O:9][Sn:18]([O:9][C:8](=[O:10])[C:7]([C:1]2[CH:6]=[CH:5][CH:4]=[CH:3][CH:2]=2)=[O:11])([CH2:19][CH2:20][CH2:21][CH3:22])[CH2:14][CH2:15][CH2:16][CH3:17])=[O:12])[CH:6]=[CH:5][CH:4]=[CH:3][CH:2]=1. The catalyst class is: 90.